Dataset: Reaction yield outcomes from USPTO patents with 853,638 reactions. Task: Predict the reaction yield, written as a fraction of the theoretical maximum amount of product (1.0 means a 100% yield; for example, 0.34 means a 34% yield). (1) The product is [N:18]1([C:17]2[S:16][C:15]([NH:24][C:25]3[CH:30]=[CH:29][CH:28]=[CH:27][N:26]=3)=[N:14][C:13]=2[C:11]2[CH:10]=[N:9][NH:8][CH:12]=2)[CH2:19][CH2:20][CH2:21][CH2:22][CH2:23]1. The reactants are COC1C=CC(C[N:8]2[CH:12]=[C:11]([C:13]3[N:14]=[C:15]([NH:24][C:25]4[CH:30]=[CH:29][CH:28]=[CH:27][N:26]=4)[S:16][C:17]=3[N:18]3[CH2:23][CH2:22][CH2:21][CH2:20][CH2:19]3)[CH:10]=[N:9]2)=CC=1. The catalyst is C(O)(C(F)(F)F)=O. The yield is 0.990. (2) The reactants are Cl[C:2]1[CH:7]=[C:6]([O:8][C:9]2[CH:14]=[CH:13][C:12]([NH2:15])=[C:11]([F:16])[C:10]=2[F:17])[CH:5]=[CH:4][N:3]=1.[CH3:18][N:19]1[CH:23]=[C:22](B2OC(C)(C)C(C)(C)O2)[CH:21]=[N:20]1.C([O-])([O-])=O.[Na+].[Na+]. The catalyst is COCCOC.O.C1C=CC([P]([Pd]([P](C2C=CC=CC=2)(C2C=CC=CC=2)C2C=CC=CC=2)([P](C2C=CC=CC=2)(C2C=CC=CC=2)C2C=CC=CC=2)[P](C2C=CC=CC=2)(C2C=CC=CC=2)C2C=CC=CC=2)(C2C=CC=CC=2)C2C=CC=CC=2)=CC=1. The product is [F:16][C:11]1[C:10]([F:17])=[C:9]([O:8][C:6]2[CH:5]=[CH:4][N:3]=[C:2]([C:22]3[CH:21]=[N:20][N:19]([CH3:18])[CH:23]=3)[CH:7]=2)[CH:14]=[CH:13][C:12]=1[NH2:15]. The yield is 0.550. (3) The reactants are Cl.[CH3:2][O:3][C:4]1[CH:9]=[CH:8][CH:7]=[CH:6][C:5]=1[N:10]1[CH2:15][CH2:14][NH:13][CH2:12][CH2:11]1.Br[CH2:17][CH2:18][OH:19].C(=O)([O-])[O-].[K+].[K+]. The catalyst is C(#N)C. The product is [CH3:2][O:3][C:4]1[CH:9]=[CH:8][CH:7]=[CH:6][C:5]=1[N:10]1[CH2:15][CH2:14][N:13]([CH2:17][CH2:18][OH:19])[CH2:12][CH2:11]1. The yield is 0.950. (4) The reactants are [OH-].[Na+].[N:3]1[CH:8]=[C:7]([C:9]([NH:11][C:12]2([C:15]([O:17]CC)=[O:16])[CH2:14][CH2:13]2)=[O:10])[CH:6]=[N:5][CH:4]=1.C(O)(=O)C. The catalyst is CO. The product is [N:3]1[CH:8]=[C:7]([C:9]([NH:11][C:12]2([C:15]([OH:17])=[O:16])[CH2:13][CH2:14]2)=[O:10])[CH:6]=[N:5][CH:4]=1. The yield is 0.520. (5) The reactants are [N:1]([C@@H:4]([C@@H:41]([C:50]1[CH:55]=[CH:54][C:53]([Cl:56])=[CH:52][CH:51]=1)[C:42]1[CH:43]=[N:44][C:45]([O:48][CH3:49])=[CH:46][CH:47]=1)[C:5]([NH:7][C:8]1[CH:13]=[CH:12][CH:11]=[C:10]([F:14])[C:9]=1[CH2:15][CH2:16][C@H:17]([NH:31][S:32]([C:35]1[CH:40]=[CH:39][CH:38]=[CH:37][CH:36]=1)(=[O:34])=[O:33])[CH2:18][N:19]([CH2:27][C@@H:28](O)C)[C:20](=[O:26])[O:21][C:22]([CH3:25])([CH3:24])[CH3:23])=[O:6])=[N+:2]=[N-:3].CC(OC(/N=N/C(OC(C)C)=O)=O)C.C1(P(C2C=CC=CC=2)C2C=CC=CC=2)C=CC=CC=1. The catalyst is C1COCC1. The product is [N:1]([C@@H:4]([C@@H:41]([C:50]1[CH:55]=[CH:54][C:53]([Cl:56])=[CH:52][CH:51]=1)[C:42]1[CH:43]=[N:44][C:45]([O:48][CH3:49])=[CH:46][CH:47]=1)[C:5]([NH:7][C:8]1[CH:13]=[CH:12][CH:11]=[C:10]([F:14])[C:9]=1[CH2:15][CH2:16][C@@H:17]1[N:31]([S:32]([C:35]2[CH:40]=[CH:39][CH:38]=[CH:37][CH:36]=2)(=[O:33])=[O:34])[CH2:28][CH2:27][N:19]([C:20]([O:21][C:22]([CH3:24])([CH3:25])[CH3:23])=[O:26])[CH2:18]1)=[O:6])=[N+:2]=[N-:3]. The yield is 0.870. (6) The reactants are [Br:1][CH2:2][C:3]1[C:12]2[C:7](=[CH:8][CH:9]=[CH:10][CH:11]=2)[CH:6]=[CH:5][C:4]=1[CH2:13]Br.ClCC1C(C)=C(CCl)C(C)=CC=1C.[NH2:28][C:29]([NH2:31])=[S:30]. No catalyst specified. The product is [BrH:1].[BrH:1].[C:29]([S:30][CH2:2][C:3]1[C:12]2[C:7](=[CH:8][CH:9]=[CH:10][CH:11]=2)[CH:6]=[CH:5][C:4]=1[CH2:13][S:30][C:29](=[NH:28])[NH2:31])(=[NH:31])[NH2:28]. The yield is 0.890. (7) The reactants are [CH3:1][O:2][C:3](=[O:44])[CH2:4][C:5]1[CH:10]=[CH:9][CH:8]=[CH:7][C:6]=1[C:11]#[C:12][C:13]1[C:18]([C:19]([F:22])([F:21])[F:20])=[CH:17][N:16]=[C:15]([NH:23][C:24]2[CH:43]=[CH:42][C:27]([CH2:28][N:29]3[CH2:34][CH2:33][N:32]([C:35]([O:37][C:38]([CH3:41])([CH3:40])[CH3:39])=[O:36])[CH2:31][CH2:30]3)=[CH:26][CH:25]=2)[N:14]=1.C(N(CC)CC)C. The catalyst is CN(C=O)C.[OH-].[OH-].[Pd+2].C(OCC)(=O)C.[Pd]. The product is [CH3:1][O:2][C:3](=[O:44])[CH2:4][C:5]1[CH:10]=[CH:9][CH:8]=[CH:7][C:6]=1[CH2:11][CH2:12][C:13]1[C:18]([C:19]([F:21])([F:22])[F:20])=[CH:17][N:16]=[C:15]([NH:23][C:24]2[CH:43]=[CH:42][C:27]([CH2:28][N:29]3[CH2:30][CH2:31][N:32]([C:35]([O:37][C:38]([CH3:41])([CH3:40])[CH3:39])=[O:36])[CH2:33][CH2:34]3)=[CH:26][CH:25]=2)[N:14]=1. The yield is 0.660. (8) The reactants are [Cl:1][C:2]1[CH:7]=[C:6]([F:8])[C:5]([N+:9]([O-:11])=[O:10])=[CH:4][C:3]=1[CH2:12][C:13]([OH:15])=[O:14].S(Cl)(Cl)(=O)=O.[CH3:21][CH2:22]O. No catalyst specified. The product is [Cl:1][C:2]1[CH:7]=[C:6]([F:8])[C:5]([N+:9]([O-:11])=[O:10])=[CH:4][C:3]=1[CH2:12][C:13]([O:15][CH2:21][CH3:22])=[O:14]. The yield is 0.980.